From a dataset of Reaction yield outcomes from USPTO patents with 853,638 reactions. Predict the reaction yield, written as a fraction of the theoretical maximum amount of product (1.0 means a 100% yield; for example, 0.34 means a 34% yield). (1) The reactants are C(=O)([O-])[O-].[Na+].[Na+].Br[C:8]1[CH:13]=[CH:12][CH:11]=[CH:10][C:9]=1[Br:14].[Cl:15][C:16]1[CH:21]=[CH:20][C:19](B(O)O)=[CH:18][CH:17]=1. The catalyst is C1(C)C=CC=CC=1.O.C1C=CC([P]([Pd]([P](C2C=CC=CC=2)(C2C=CC=CC=2)C2C=CC=CC=2)([P](C2C=CC=CC=2)(C2C=CC=CC=2)C2C=CC=CC=2)[P](C2C=CC=CC=2)(C2C=CC=CC=2)C2C=CC=CC=2)(C2C=CC=CC=2)C2C=CC=CC=2)=CC=1. The product is [Br:14][C:9]1[CH:10]=[CH:11][CH:12]=[CH:13][C:8]=1[C:19]1[CH:20]=[CH:21][C:16]([Cl:15])=[CH:17][CH:18]=1. The yield is 0.710. (2) The reactants are Br[CH:2]([C:14]1[CH:19]=[CH:18][CH:17]=[CH:16][CH:15]=1)[C:3]([O:5][C@H:6]([C:8]1[CH:13]=[CH:12][CH:11]=[CH:10][CH:9]=1)[CH3:7])=[O:4].C(N(CC)CC)C.[CH3:27][C:28]1([OH:34])[CH2:33][CH2:32][NH:31][CH2:30][CH2:29]1. The catalyst is C1COCC1.[I-].C([N+](CCCC)(CCCC)CCCC)CCC.C(OCC)(=O)C. The product is [OH:34][C:28]1([CH3:27])[CH2:33][CH2:32][N:31]([C@H:2]([C:14]2[CH:19]=[CH:18][CH:17]=[CH:16][CH:15]=2)[C:3]([O:5][C@H:6]([C:8]2[CH:13]=[CH:12][CH:11]=[CH:10][CH:9]=2)[CH3:7])=[O:4])[CH2:30][CH2:29]1. The yield is 0.600.